Predict which catalyst facilitates the given reaction. From a dataset of Catalyst prediction with 721,799 reactions and 888 catalyst types from USPTO. (1) Reactant: C([O:3][C:4]([C:6]1[O:10][N:9]=[C:8]([CH2:11][O:12][CH3:13])[CH:7]=1)=[O:5])C.[Li+].[OH-]. Product: [CH3:13][O:12][CH2:11][C:8]1[CH:7]=[C:6]([C:4]([OH:5])=[O:3])[O:10][N:9]=1. The catalyst class is: 87. (2) Reactant: [OH:1][C:2]1[C:3]([C:13]([O:15][CH3:16])=[O:14])=[C:4]([CH3:12])[C:5]([O:8][CH:9]([CH3:11])[CH3:10])=[N:6][CH:7]=1.Br[CH2:18][CH2:19][NH:20][C:21](=[O:27])[O:22][C:23]([CH3:26])([CH3:25])[CH3:24].C([O-])([O-])=O.[K+].[K+]. Product: [C:23]([O:22][C:21]([NH:20][CH2:19][CH2:18][O:1][C:2]1[C:3]([C:13]([O:15][CH3:16])=[O:14])=[C:4]([CH3:12])[C:5]([O:8][CH:9]([CH3:10])[CH3:11])=[N:6][CH:7]=1)=[O:27])([CH3:26])([CH3:25])[CH3:24]. The catalyst class is: 23. (3) The catalyst class is: 18. Reactant: [NH:1]1[C:9]2[C:4](=[CH:5][CH:6]=[CH:7][C:8]=2[C:10]([OH:12])=O)[CH:3]=[CH:2]1.CN(C(ON1N=NC2C=CC=CC1=2)=[N+](C)C)C.[B-](F)(F)(F)F.C(N(CC)C(C)C)(C)C.[C:44]([C:48]1[CH:68]=[CH:67][C:51]([CH2:52][NH:53][CH2:54][CH2:55][C:56]2[CH:61]=[CH:60][C:59]([F:62])=[C:58]([C:63]([F:66])([F:65])[F:64])[CH:57]=2)=[CH:50][CH:49]=1)([CH3:47])([CH3:46])[CH3:45]. Product: [C:44]([C:48]1[CH:68]=[CH:67][C:51]([CH2:52][N:53]([CH2:54][CH2:55][C:56]2[CH:61]=[CH:60][C:59]([F:62])=[C:58]([C:63]([F:65])([F:66])[F:64])[CH:57]=2)[C:10]([C:8]2[CH:7]=[CH:6][CH:5]=[C:4]3[C:9]=2[NH:1][CH:2]=[CH:3]3)=[O:12])=[CH:50][CH:49]=1)([CH3:47])([CH3:45])[CH3:46]. (4) Reactant: [S:1]1[CH:5]=[CH:4][N:3]=[C:2]1[NH:6][C:7](=[O:9])[CH3:8].[F:10][B-](F)(F)F.F[B-](F)(F)F.ClC[N+]12CC[N+](F)(CC1)CC2. Product: [F:10][C:5]1[S:1][C:2]([NH:6][C:7](=[O:9])[CH3:8])=[N:3][CH:4]=1. The catalyst class is: 10. (5) Reactant: [CH3:1][N:2]([CH3:17])[CH2:3][CH2:4][NH:5][C:6]([C:8]1[C:13]([NH2:14])=[N:12][C:11]([NH2:15])=[C:10]([Cl:16])[N:9]=1)=[O:7].[Br:18][CH2:19][CH2:20][CH2:21][CH2:22][CH2:23][CH2:24][CH2:25][C:26]([NH2:28])=[O:27]. Product: [Br-:18].[C:26]([CH2:25][CH2:24][CH2:23][CH2:22][CH2:21][CH2:20][CH2:19][N+:2]([CH2:3][CH2:4][NH:5][C:6]([C:8]1[C:13]([NH2:14])=[N:12][C:11]([NH2:15])=[C:10]([Cl:16])[N:9]=1)=[O:7])([CH3:17])[CH3:1])(=[O:27])[NH2:28]. The catalyst class is: 3. (6) The catalyst class is: 43. Product: [OH:24][C@@H:22]([CH3:23])[CH2:21][CH2:20][CH2:19][CH2:18][N:14]1[C:15](=[O:17])[C:16]2[NH:8][CH:9]=[N:10][C:11]=2[N:12]([CH3:26])[C:13]1=[O:25]. Reactant: C([N:8]1[C:16]2[C:15](=[O:17])[N:14]([CH2:18][CH2:19][CH2:20][CH2:21][C@@H:22]([OH:24])[CH3:23])[C:13](=[O:25])[N:12]([CH3:26])[C:11]=2[N:10]=[CH:9]1)C1C=CC=CC=1.C(O)(=O)C.[H][H]. (7) Reactant: [F:1][C:2]([F:19])([F:18])[C:3]1[CH:8]=[CH:7][C:6]([CH:9]=[CH:10][C:11]2[O:12][CH:13]=[C:14]([CH2:16][OH:17])[N:15]=2)=[CH:5][CH:4]=1.Br[C:21]1[CH:26]=[N:25][C:24]([CH2:27][CH2:28][CH2:29][CH2:30][N:31]2[CH:35]=[N:34][CH:33]=[N:32]2)=[CH:23][N:22]=1.CC(C)([O-])C.[Na+].[NH4+].[Cl-]. Product: [N:31]1([CH2:30][CH2:29][CH2:28][CH2:27][C:24]2[CH:23]=[N:22][C:21]([O:17][CH2:16][C:14]3[N:15]=[C:11](/[CH:10]=[CH:9]/[C:6]4[CH:7]=[CH:8][C:3]([C:2]([F:1])([F:18])[F:19])=[CH:4][CH:5]=4)[O:12][CH:13]=3)=[CH:26][N:25]=2)[CH:35]=[N:34][CH:33]=[N:32]1. The catalyst class is: 56. (8) Reactant: COC([C@@]12C(C)(C)[C@@H](CC1)C=C2[C:14]1[C:19]([O:20][CH3:21])=[CH:18][C:17]([C:22]([CH3:30])([CH2:24][CH2:25][CH2:26][CH2:27][CH2:28][CH3:29])[CH3:23])=[CH:16][C:15]=1[O:31][CH3:32])=O.FC(F)(F)S(O[C:39]1[C@@H:40]2[C:45]([CH3:47])([CH3:46])[C@:43]([CH3:48])([CH:44]=1)[CH2:42][CH2:41]2)(=O)=O. Product: [CH3:32][O:31][C:15]1[CH:16]=[C:17]([C:22]([CH3:23])([CH2:24][CH2:25][CH2:26][CH2:27][CH2:28][CH3:29])[CH3:30])[CH:18]=[C:19]([O:20][CH3:21])[C:14]=1[C:39]1[C@@H:40]2[C:45]([CH3:47])([CH3:46])[C@@:43]([CH3:48])([CH2:42][CH2:41]2)[CH:44]=1. The catalyst class is: 73.